This data is from Forward reaction prediction with 1.9M reactions from USPTO patents (1976-2016). The task is: Predict the product of the given reaction. (1) Given the reactants ClCl.C(F)(C(F)(F)F)C(F)(F)F.Cl[C:14]([F:23])([F:22])[C:15]([F:21])([F:20])[C:16]([F:19])([F:18])[F:17].[OH-].[K+], predict the reaction product. The product is: [CH:14]([C:15]([C:16]([F:19])([F:18])[F:17])([F:21])[F:20])([F:23])[F:22]. (2) Given the reactants Br[C:2]1[CH:3]=[CH:4][C:5]([O:8][CH2:9][CH:10]2[CH2:15][CH2:14][N:13]([CH2:16][C:17]([CH2:21][CH3:22])([F:20])[CH2:18][CH3:19])[CH2:12][CH2:11]2)=[N:6][CH:7]=1.[CH3:23][O:24][C:25]([C:27]1[CH:32]=[CH:31][C:30](B(O)O)=[CH:29][CH:28]=1)=[O:26].C([O-])([O-])=O.[Na+].[Na+], predict the reaction product. The product is: [CH2:18]([C:17]([F:20])([CH2:21][CH3:22])[CH2:16][N:13]1[CH2:14][CH2:15][CH:10]([CH2:9][O:8][C:5]2[N:6]=[CH:7][C:2]([C:30]3[CH:31]=[CH:32][C:27]([C:25]([O:24][CH3:23])=[O:26])=[CH:28][CH:29]=3)=[CH:3][CH:4]=2)[CH2:11][CH2:12]1)[CH3:19]. (3) Given the reactants [CH3:1][C:2]1[CH:3]=[C:4]([OH:9])[CH:5]=[C:6]([CH3:8])[CH:7]=1.[H-].[Na+].Cl[C:13]1[CH:18]=[CH:17][N:16]=[CH:15][C:14]=1[S:19]([N:22]1[CH2:27][CH2:26][N:25]([C:28]([O:30][C:31]([CH3:34])([CH3:33])[CH3:32])=[O:29])[CH2:24][CH2:23]1)(=[O:21])=[O:20], predict the reaction product. The product is: [CH3:1][C:2]1[CH:3]=[C:4]([CH:5]=[C:6]([CH3:8])[CH:7]=1)[O:9][C:13]1[CH:18]=[CH:17][N:16]=[CH:15][C:14]=1[S:19]([N:22]1[CH2:27][CH2:26][N:25]([C:28]([O:30][C:31]([CH3:34])([CH3:33])[CH3:32])=[O:29])[CH2:24][CH2:23]1)(=[O:21])=[O:20]. (4) Given the reactants [CH3:1][O:2][C:3]1[CH:4]=[C:5]([CH2:11][CH2:12][C:13](Cl)=[O:14])[CH:6]=[CH:7][C:8]=1[O:9][CH3:10].[Cl:16][C:17]1[CH:24]=[CH:23][C:20]([CH2:21][NH2:22])=[CH:19][CH:18]=1, predict the reaction product. The product is: [Cl:16][C:17]1[CH:24]=[CH:23][C:20]([CH2:21][NH:22][C:13](=[O:14])[CH2:12][CH2:11][C:5]2[CH:6]=[CH:7][C:8]([O:9][CH3:10])=[C:3]([O:2][CH3:1])[CH:4]=2)=[CH:19][CH:18]=1. (5) Given the reactants [CH:1]1([C@@H:4]([NH2:6])[CH3:5])[CH2:3][CH2:2]1.[F:7][C:8]1[CH:15]=[CH:14][C:11]([CH:12]=O)=[CH:10][CH:9]=1.C(=O)C1C=CC=CC=1, predict the reaction product. The product is: [CH:1]1([C@@H:4]([NH:6][CH2:12][C:11]2[CH:14]=[CH:15][C:8]([F:7])=[CH:9][CH:10]=2)[CH3:5])[CH2:3][CH2:2]1.